The task is: Binary Classification. Given a T-cell receptor sequence (or CDR3 region) and an epitope sequence, predict whether binding occurs between them.. This data is from TCR-epitope binding with 47,182 pairs between 192 epitopes and 23,139 TCRs. (1) The epitope is GTSGSPIVNR. The TCR CDR3 sequence is CASSLGQGAYEQYF. Result: 1 (the TCR binds to the epitope). (2) The epitope is TPQDLNTML. The TCR CDR3 sequence is CASSPLDGEQFF. Result: 0 (the TCR does not bind to the epitope).